This data is from Reaction yield outcomes from USPTO patents with 853,638 reactions. The task is: Predict the reaction yield, written as a fraction of the theoretical maximum amount of product (1.0 means a 100% yield; for example, 0.34 means a 34% yield). (1) The reactants are [Si:1]([O:8][C@@H:9]([CH2:15][Cl:16])[CH2:10][C:11](OC)=[O:12])([C:4]([CH3:7])([CH3:6])[CH3:5])([CH3:3])[CH3:2].CC(C[AlH]CC(C)C)C.CO. The catalyst is C(Cl)Cl. The product is [Si:1]([O:8][C@@H:9]([CH2:15][Cl:16])[CH2:10][CH:11]=[O:12])([C:4]([CH3:7])([CH3:6])[CH3:5])([CH3:3])[CH3:2]. The yield is 0.600. (2) The reactants are Br[C:2]1[CH:3]=[C:4]([NH:10][C:11]2[CH:12]=[C:13]3[C:18](=[CH:19][CH:20]=2)[CH2:17][N:16]([CH:21]2[CH2:24][O:23][CH2:22]2)[CH2:15][CH2:14]3)[C:5](=[O:9])[N:6]([CH3:8])[CH:7]=1.[C:25]([O:28][CH2:29][C:30]1[C:35]([N:36]2[CH2:48][CH2:47][N:39]3[C:40]4[CH2:41][CH2:42][CH2:43][CH2:44][C:45]=4[CH:46]=[C:38]3[C:37]2=[O:49])=[CH:34][C:33]([F:50])=[CH:32][C:31]=1B1OC(C)(C)C(C)(C)O1)(=[O:27])[CH3:26].P([O-])([O-])([O-])=O.[K+].[K+].[K+].C([O-])(=O)C.[Na+]. The catalyst is ClCCl.[Pd](Cl)Cl.C1(P(C2C=CC=CC=2)[C-]2C=CC=C2)C=CC=CC=1.[C-]1(P(C2C=CC=CC=2)C2C=CC=CC=2)C=CC=C1.[Fe+2].O.C(#N)C. The product is [C:25]([O:28][CH2:29][C:30]1[C:35]([N:36]2[CH2:48][CH2:47][N:39]3[C:40]4[CH2:41][CH2:42][CH2:43][CH2:44][C:45]=4[CH:46]=[C:38]3[C:37]2=[O:49])=[CH:34][C:33]([F:50])=[CH:32][C:31]=1[C:2]1[CH:3]=[C:4]([NH:10][C:11]2[CH:12]=[C:13]3[C:18](=[CH:19][CH:20]=2)[CH2:17][N:16]([CH:21]2[CH2:24][O:23][CH2:22]2)[CH2:15][CH2:14]3)[C:5](=[O:9])[N:6]([CH3:8])[CH:7]=1)(=[O:27])[CH3:26]. The yield is 0.500.